This data is from Full USPTO retrosynthesis dataset with 1.9M reactions from patents (1976-2016). The task is: Predict the reactants needed to synthesize the given product. (1) Given the product [CH3:12][C:11]1[O:18][C:16](=[O:17])[C:15](=[CH:1][C:3]2[CH:10]=[CH:9][C:6]([C:7]#[N:8])=[CH:5][CH:4]=2)[N:14]=1, predict the reactants needed to synthesize it. The reactants are: [CH:1]([C:3]1[CH:10]=[CH:9][C:6]([C:7]#[N:8])=[CH:5][CH:4]=1)=O.[C:11]([NH:14][CH2:15][C:16]([OH:18])=[O:17])(=O)[CH3:12].C([O-])(=O)C.[Na+].C(OC(=O)C)(=O)C. (2) Given the product [OH:13][C:5]1[N:4]=[CH:2][N:3]=[C:7]([C:8]([O:10][CH2:11][CH3:12])=[O:9])[CH:6]=1, predict the reactants needed to synthesize it. The reactants are: Cl.[CH:2]([NH2:4])=[NH:3].[C:5](OCC)(=[O:13])[C:6]#[C:7][C:8]([O:10][CH2:11][CH3:12])=[O:9].C(N(CC)CC)C. (3) Given the product [C:1]([O:5][C:6]([NH:8][CH:9]([C@H:15]([CH3:23])[CH2:16][CH:17]([CH3:22])[CH2:18][CH2:19][CH:20]=[CH2:21])[C:10]([OH:12])=[O:11])=[O:7])([CH3:4])([CH3:3])[CH3:2], predict the reactants needed to synthesize it. The reactants are: [C:1]([O:5][C:6]([NH:8][CH:9]([C@H:15]([CH3:23])[CH2:16][CH:17]([CH3:22])[CH2:18][CH2:19][CH:20]=[CH2:21])[C:10]([O:12]CC)=[O:11])=[O:7])([CH3:4])([CH3:3])[CH3:2].CO.[Li+].[OH-]. (4) Given the product [CH2:29]([C@@:33]1([CH2:56][CH3:57])[NH:39][C@H:38]([C:40]2[CH:41]=[CH:42][CH:43]=[CH:44][CH:45]=2)[C:37]2[CH:46]=[C:47]([O:52][CH3:53])[C:48]([OH:50])=[CH:49][C:36]=2[S:35](=[O:54])(=[O:55])[CH2:34]1)[CH2:30][CH2:31][CH3:32].[CH2:1]([C@@:5]1([CH2:27][CH3:28])[NH:11][C@H:10]([C:12]2[CH:13]=[CH:14][CH:15]=[CH:16][CH:17]=2)[C:9]2[CH:18]=[C:19]([OH:24])[C:20]([O:22][CH3:23])=[CH:21][C:8]=2[S:7](=[O:26])(=[O:25])[CH2:6]1)[CH2:2][CH2:3][CH3:4], predict the reactants needed to synthesize it. The reactants are: [CH2:1]([C@@:5]1([CH2:27][CH3:28])[NH:11][C@H:10]([C:12]2[CH:17]=[CH:16][CH:15]=[CH:14][CH:13]=2)[C:9]2[CH:18]=[C:19]([OH:24])[C:20]([O:22][CH3:23])=[CH:21][C:8]=2[S:7](=[O:26])(=[O:25])[CH2:6]1)[CH2:2][CH2:3][CH3:4].[CH2:29]([C@@:33]1([CH2:56][CH3:57])[NH:39][C@H:38]([C:40]2[CH:45]=[CH:44][CH:43]=[CH:42][CH:41]=2)[C:37]2[CH:46]=[C:47]([O:52][CH3:53])[C:48]([O:50]C)=[CH:49][C:36]=2[S:35](=[O:55])(=[O:54])[CH2:34]1)[CH2:30][CH2:31][CH3:32].C(=O)([O-])[O-].[K+].[K+].CI. (5) The reactants are: [OH:1][CH2:2][C:3]1[O:7][N:6]=[C:5]([CH:8]([CH2:28][CH3:29])[CH2:9][C@@H:10]([C:21]([O:23][C:24]([CH3:27])([CH3:26])[CH3:25])=[O:22])[C:11]([O:13][CH2:14][C:15]2[CH:20]=[CH:19][CH:18]=[CH:17][CH:16]=2)=[O:12])[C:4]=1I.[CH:31]1(B2OC(C)(C)C(C)(C)O2)[CH2:33][CH2:32]1.P([O-])([O-])([O-])=O.[K+].[K+].[K+].CN(C=O)C. Given the product [CH:31]1([C:4]2[C:5]([CH:8]([CH2:28][CH3:29])[CH2:9][C@@H:10]([C:21]([O:23][C:24]([CH3:27])([CH3:26])[CH3:25])=[O:22])[C:11]([O:13][CH2:14][C:15]3[CH:20]=[CH:19][CH:18]=[CH:17][CH:16]=3)=[O:12])=[N:6][O:7][C:3]=2[CH2:2][OH:1])[CH2:33][CH2:32]1, predict the reactants needed to synthesize it.